This data is from Forward reaction prediction with 1.9M reactions from USPTO patents (1976-2016). The task is: Predict the product of the given reaction. (1) Given the reactants [F:1][C:2]([F:33])([F:32])[O:3][C:4]1[CH:9]=[CH:8][C:7]([N:10]2[CH:14]=[N:13][C:12]([C:15]3[CH:16]=[C:17]4[C:21](=[CH:22][CH:23]=3)[CH2:20][CH:19]([NH:24]C(=O)OC(C)(C)C)[CH2:18]4)=[N:11]2)=[CH:6][CH:5]=1.O1CCOCC1.[ClH:40], predict the reaction product. The product is: [ClH:40].[ClH:40].[F:33][C:2]([F:1])([F:32])[O:3][C:4]1[CH:9]=[CH:8][C:7]([N:10]2[CH:14]=[N:13][C:12]([C:15]3[CH:16]=[C:17]4[C:21](=[CH:22][CH:23]=3)[CH2:20][CH:19]([NH2:24])[CH2:18]4)=[N:11]2)=[CH:6][CH:5]=1. (2) Given the reactants Br.[NH:2]1[CH2:7][CH2:6][CH:5]([NH:8][C:9]2[S:10][CH:11]=[C:12]([C:14]3[CH:22]=[CH:21][C:17]([C:18]([OH:20])=[O:19])=[CH:16][CH:15]=3)[N:13]=2)[CH2:4][CH2:3]1.[OH-].[Na+].[C:25](O[C:25]([O:27][C:28]([CH3:31])([CH3:30])[CH3:29])=[O:26])([O:27][C:28]([CH3:31])([CH3:30])[CH3:29])=[O:26], predict the reaction product. The product is: [C:28]([O:27][C:25]([N:2]1[CH2:7][CH2:6][CH:5]([NH:8][C:9]2[S:10][CH:11]=[C:12]([C:14]3[CH:22]=[CH:21][C:17]([C:18]([OH:20])=[O:19])=[CH:16][CH:15]=3)[N:13]=2)[CH2:4][CH2:3]1)=[O:26])([CH3:31])([CH3:30])[CH3:29]. (3) Given the reactants C([N:8]1[C@H:13]([C:14]([O:16][CH3:17])=[O:15])[CH2:12][N:11]2[CH2:18][CH2:19][CH2:20][C@@H:10]2[CH2:9]1)C1C=CC=CC=1.C(OCC)(=O)C.[ClH:27], predict the reaction product. The product is: [ClH:27].[ClH:27].[CH2:9]1[NH:8][C@H:13]([C:14]([O:16][CH3:17])=[O:15])[CH2:12][N:11]2[CH2:18][CH2:19][CH2:20][C@H:10]12.